Task: Predict the product of the given reaction.. Dataset: Forward reaction prediction with 1.9M reactions from USPTO patents (1976-2016) Given the reactants [Br:1][C:2]1[CH:3]=[CH:4][C:5]([CH:8]([C:11]2[CH:25]=[CH:24][C:14]3[CH2:15][CH2:16][N:17]([CH:20]4[CH2:23][CH2:22][CH2:21]4)[CH2:18][CH2:19][C:13]=3[CH:12]=2)C#N)=[N:6][CH:7]=1.C(=O)([O-])[O-].[K+].[K+].[OH-].[Na+], predict the reaction product. The product is: [Br:1][C:2]1[CH:3]=[CH:4][C:5]([CH2:8][C:11]2[CH:25]=[CH:24][C:14]3[CH2:15][CH2:16][N:17]([CH:20]4[CH2:23][CH2:22][CH2:21]4)[CH2:18][CH2:19][C:13]=3[CH:12]=2)=[N:6][CH:7]=1.